From a dataset of Catalyst prediction with 721,799 reactions and 888 catalyst types from USPTO. Predict which catalyst facilitates the given reaction. (1) Reactant: [CH3:1][N:2]1[CH2:7][CH2:6][CH:5]([O:8][C:9]2[CH:10]=[C:11]([CH:14]=[CH:15][CH:16]=2)[CH2:12][NH2:13])[CH2:4][CH2:3]1.[O:17]([C:24]1[CH:25]=[CH:26][CH:27]=[C:28]([CH:31]=1)C=O)[C:18]1[CH:23]=[CH:22][CH:21]=[CH:20][CH:19]=1.[C:32]([BH3-])#N.[Na+]. Product: [CH3:1][N:2]1[CH2:7][CH2:6][CH:5]([O:8][C:9]2[CH:10]=[C:11]([CH:14]=[CH:15][CH:16]=2)[CH2:12][NH:13][CH2:32][C:27]2[CH:28]=[CH:31][C:24]([O:17][C:18]3[CH:19]=[CH:20][CH:21]=[CH:22][CH:23]=3)=[CH:25][CH:26]=2)[CH2:4][CH2:3]1. The catalyst class is: 130. (2) Reactant: C(NC(C)C)(C)C.C([Li])CCC.[CH3:13][CH:14]1[CH2:22][C:21]2[C:16](=[CH:17][CH:18]=[CH:19][CH:20]=2)[C:15]1=[O:23].C(C(C(C)C)([NH-])C)(C)C.[Li+].C([C:36]([O:38][CH3:39])=[O:37])#N. Product: [CH3:13][C:14]1([C:36]([O:38][CH3:39])=[O:37])[CH2:22][C:21]2[C:16](=[CH:17][CH:18]=[CH:19][CH:20]=2)[C:15]1=[O:23]. The catalyst class is: 7. (3) Reactant: [OH:1][C:2]1[CH:10]=[CH:9][C:5]([C:6]([OH:8])=[O:7])=[CH:4][C:3]=1[O:11][CH3:12].[CH3:13][N:14]1[CH2:19][CH2:18][N:17]([CH2:20][C:21]2[CH:49]=[CH:48][C:24]([C:25]([NH:27][C:28]3[CH:33]=[CH:32][C:31]([CH3:34])=[C:30]([NH:35][C:36]4[N:41]=[C:40]([C:42]5[CH:43]=[N:44][CH:45]=[CH:46][CH:47]=5)[CH:39]=[CH:38][N:37]=4)[CH:29]=3)=[O:26])=[CH:23][CH:22]=2)[CH2:16][CH2:15]1. Product: [CH3:13][N:14]1[CH2:19][CH2:18][N:17]([CH2:20][C:21]2[CH:22]=[CH:23][C:24]([C:25]([NH:27][C:28]3[CH:33]=[CH:32][C:31]([CH3:34])=[C:30]([NH:35][C:36]4[N:41]=[C:40]([C:42]5[CH:43]=[N:44][CH:45]=[CH:46][CH:47]=5)[CH:39]=[CH:38][N:37]=4)[CH:29]=3)=[O:26])=[CH:48][CH:49]=2)[CH2:16][CH2:15]1.[C:6]([O-:8])(=[O:7])[C:5]1[CH:9]=[CH:10][C:2]([OH:1])=[C:3]([O:11][CH3:12])[CH:4]=1. The catalyst class is: 8. (4) Reactant: C([O:5][C:6]([C@H:8]1[CH2:12][CH2:11][CH2:10][N:9]1[C:13](=[O:44])[CH2:14][CH2:15][N:16]([CH2:28][CH2:29][C:30]([N:32]1[CH2:36][CH2:35][CH2:34][C@@H:33]1[C:37]([O:39]C(C)(C)C)=[O:38])=[O:31])[CH2:17][C:18]1[CH:23]=[CH:22][C:21]([O:24][CH3:25])=[C:20]([O:26][CH3:27])[CH:19]=1)=[O:7])(C)(C)C.[F:45][C:46]([F:51])([F:50])[C:47]([OH:49])=[O:48]. Product: [F:45][C:46]([F:51])([F:50])[C:47]([OH:49])=[O:48].[CH3:27][O:26][C:20]1[CH:19]=[C:18]([CH:23]=[CH:22][C:21]=1[O:24][CH3:25])[CH2:17][N:16]([CH2:15][CH2:14][C:13]([N:9]1[CH2:10][CH2:11][CH2:12][C@@H:8]1[C:6]([OH:7])=[O:5])=[O:44])[CH2:28][CH2:29][C:30]([N:32]1[CH2:36][CH2:35][CH2:34][C@@H:33]1[C:37]([OH:39])=[O:38])=[O:31]. The catalyst class is: 363. (5) Reactant: C([O-])(O)=O.[Na+].[Br:6][C:7]1[CH:16]=[C:15]([CH2:17][NH:18][CH3:19])[CH:14]=[CH:13][C:8]=1[C:9]([O:11][CH3:12])=[O:10].[CH3:20][C:21]([O:24][C:25](O[C:25]([O:24][C:21]([CH3:23])([CH3:22])[CH3:20])=[O:26])=[O:26])([CH3:23])[CH3:22]. Product: [Br:6][C:7]1[CH:16]=[C:15]([CH2:17][N:18]([C:25]([O:24][C:21]([CH3:23])([CH3:22])[CH3:20])=[O:26])[CH3:19])[CH:14]=[CH:13][C:8]=1[C:9]([O:11][CH3:12])=[O:10]. The catalyst class is: 49. (6) Reactant: Br[C:2]1[CH:3]=[C:4]([C:9]([NH:12][C:13](=[O:23])[O:14][CH:15]2[CH:20]3[CH2:21][CH2:22][N:17]([CH2:18][CH2:19]3)[CH2:16]2)([CH3:11])[CH3:10])[CH:5]=[CH:6][C:7]=1[F:8].[N:24]1[CH:29]=[CH:28][CH:27]=[C:26](B(O)O)[CH:25]=1. Product: [F:8][C:7]1[CH:6]=[CH:5][C:4]([C:9]([NH:12][C:13](=[O:23])[O:14][CH:15]2[CH:20]3[CH2:21][CH2:22][N:17]([CH2:18][CH2:19]3)[CH2:16]2)([CH3:11])[CH3:10])=[CH:3][C:2]=1[C:26]1[CH:25]=[N:24][CH:29]=[CH:28][CH:27]=1. The catalyst class is: 110. (7) Reactant: C(Cl)Cl.[OH:4][CH2:5][CH2:6][C:7]1[C:12]([O:13][CH3:14])=[CH:11][C:10]([C:15]2[N:20]=[C:19]([NH:21][C:22](=[O:27])[C:23]([CH3:26])([CH3:25])[CH3:24])[CH:18]=[CH:17][CH:16]=2)=[C:9]([O:28][CH3:29])[CH:8]=1.CC(OI1(OC(C)=O)(OC(C)=O)OC(=O)C2C=CC=CC1=2)=O. Product: [CH3:29][O:28][C:9]1[CH:8]=[C:7]([CH2:6][CH:5]=[O:4])[C:12]([O:13][CH3:14])=[CH:11][C:10]=1[C:15]1[N:20]=[C:19]([NH:21][C:22](=[O:27])[C:23]([CH3:25])([CH3:24])[CH3:26])[CH:18]=[CH:17][CH:16]=1. The catalyst class is: 28. (8) Reactant: [OH:1][C:2]1[C:7]([C:8](OCC)=[O:9])=[CH:6][N:5]=[C:4]2[S:13][C:14]([S:16]([N:19]3[CH2:24][CH2:23][O:22][CH2:21][CH2:20]3)(=[O:18])=[O:17])=[CH:15][C:3]=12.[Cl:25][C:26]1[CH:33]=[CH:32][C:29]([CH2:30][NH2:31])=[CH:28][CH:27]=1. Product: [Cl:25][C:26]1[CH:33]=[CH:32][C:29]([CH2:30][NH:31][C:8]([C:7]2[C:2]([OH:1])=[C:3]3[CH:15]=[C:14]([S:16]([N:19]4[CH2:20][CH2:21][O:22][CH2:23][CH2:24]4)(=[O:17])=[O:18])[S:13][C:4]3=[N:5][CH:6]=2)=[O:9])=[CH:28][CH:27]=1. The catalyst class is: 11.